The task is: Predict the reactants needed to synthesize the given product.. This data is from Full USPTO retrosynthesis dataset with 1.9M reactions from patents (1976-2016). (1) Given the product [Br:29][C:30]1[CH:31]=[N:32][C:33]([N:1]2[CH2:6][CH2:5][CH:4]([C:7]3[O:8][C:9]([C:12]([F:13])([F:15])[F:14])=[N:10][N:11]=3)[CH2:3][CH2:2]2)=[C:34]([CH:37]=1)[C:35]#[N:36], predict the reactants needed to synthesize it. The reactants are: [NH:1]1[CH2:6][CH2:5][CH:4]([C:7]2[O:8][C:9]([C:12]([F:15])([F:14])[F:13])=[N:10][N:11]=2)[CH2:3][CH2:2]1.C1(C)C=CC=CC=1.C(=O)([O-])[O-].[K+].[K+].[Br:29][C:30]1[CH:31]=[N:32][C:33](Cl)=[C:34]([CH:37]=1)[C:35]#[N:36]. (2) Given the product [F:16][C:10]1[CH:11]=[C:12]([F:15])[CH:13]=[CH:14][C:9]=1[O:8][C:7]1[CH:6]=[CH:5][C:4]([NH:17][S:18]([CH2:21][CH3:22])(=[O:20])=[O:19])=[CH:3][C:2]=1[B:26]1[O:27][C:28]([CH3:30])([CH3:29])[C:24]([CH3:40])([CH3:23])[O:25]1, predict the reactants needed to synthesize it. The reactants are: Br[C:2]1[CH:3]=[C:4]([NH:17][S:18]([CH2:21][CH3:22])(=[O:20])=[O:19])[CH:5]=[CH:6][C:7]=1[O:8][C:9]1[CH:14]=[CH:13][C:12]([F:15])=[CH:11][C:10]=1[F:16].[CH3:23][C:24]1([CH3:40])[C:28]([CH3:30])([CH3:29])[O:27][B:26]([B:26]2[O:27][C:28]([CH3:30])([CH3:29])[C:24]([CH3:40])([CH3:23])[O:25]2)[O:25]1.BrC1C2OC=NC=2C(=O)N(C)C=1.